Task: Predict the product of the given reaction.. Dataset: Forward reaction prediction with 1.9M reactions from USPTO patents (1976-2016) (1) Given the reactants Cl[C:2]1[N:7]=[CH:6][C:5]([CH2:8][OH:9])=[CH:4][CH:3]=1.[NH2:10][C:11]1[S:12][CH:13]=[CH:14][N:15]=1.C(=O)([O-])[O-].[Na+].[Na+], predict the reaction product. The product is: [S:12]1[CH:13]=[CH:14][N:15]=[C:11]1[NH:10][C:2]1[N:7]=[CH:6][C:5]([CH2:8][OH:9])=[CH:4][CH:3]=1. (2) Given the reactants [C:1]([NH:5][C:6]([C:8]1[C:16]2[C:11](=[N:12][CH:13]=[C:14]([NH:17][C:18]3[CH:23]=[N:22][C:21]([CH3:24])=[CH:20][N:19]=3)[N:15]=2)[N:10](COCC[Si](C)(C)C)[CH:9]=1)=[O:7])([CH3:4])([CH3:3])[CH3:2].FC(F)(F)C(O)=O, predict the reaction product. The product is: [C:1]([NH:5][C:6]([C:8]1[C:16]2[C:11](=[N:12][CH:13]=[C:14]([NH:17][C:18]3[CH:23]=[N:22][C:21]([CH3:24])=[CH:20][N:19]=3)[N:15]=2)[NH:10][CH:9]=1)=[O:7])([CH3:4])([CH3:3])[CH3:2]. (3) Given the reactants Br[C:2]1[CH:10]=[CH:9][CH:8]=[C:7]2[C:3]=1[CH:4]=[CH:5][NH:6]2.B(OB([O-])[O-])([O-])[O-].CC([O-])=O.[K+].CCOC(C)=O.CCCCCC, predict the reaction product. The product is: [NH:6]1[C:7]2[C:3](=[CH:2][CH:10]=[CH:9][CH:8]=2)[CH:4]=[CH:5]1. (4) Given the reactants [F:1][C:2]([F:38])([F:37])[C:3]1[CH:4]=[C:5]([C@H:13]([O:15][C@H:16]2[CH2:20][N:19]([C:21]([O:23][C:24]([CH3:27])([CH3:26])[CH3:25])=[O:22])[C@@H:18]([CH:28]=[O:29])[C@@H:17]2[C:30]2[CH:35]=[CH:34][C:33]([F:36])=[CH:32][CH:31]=2)[CH3:14])[CH:6]=[C:7]([C:9]([F:12])([F:11])[F:10])[CH:8]=1.[O-:39]Cl=O.[Na+], predict the reaction product. The product is: [F:38][C:2]([F:1])([F:37])[C:3]1[CH:4]=[C:5]([C@H:13]([O:15][C@H:16]2[CH2:20][N:19]([C:21]([O:23][C:24]([CH3:25])([CH3:27])[CH3:26])=[O:22])[C@@H:18]([C:28]([OH:39])=[O:29])[C@@H:17]2[C:30]2[CH:35]=[CH:34][C:33]([F:36])=[CH:32][CH:31]=2)[CH3:14])[CH:6]=[C:7]([C:9]([F:10])([F:11])[F:12])[CH:8]=1. (5) Given the reactants [CH2:1]([NH2:8])[CH2:2][CH2:3][CH2:4][CH2:5][CH2:6][NH2:7].[C:9]([OH:13])(=[O:12])[CH:10]=[CH2:11].[C:14]([OH:18])(=[O:17])[CH:15]=[CH2:16].[C:19]([OH:23])(=[O:22])[CH:20]=[CH2:21].[CH2:24]([C:26]([CH2:31][OH:32])([CH2:29][OH:30])[CH2:27][CH3:28])[OH:25], predict the reaction product. The product is: [CH2:24]([C:26]([CH2:31][OH:32])([CH2:29][OH:30])[CH2:27][CH3:28])[OH:25].[C:9]([OH:13])(=[O:12])[CH:10]=[CH2:11].[C:14]([OH:18])(=[O:17])[CH:15]=[CH2:16].[C:19]([OH:23])(=[O:22])[CH:20]=[CH2:21].[CH2:24]([C:26]([CH2:31][OH:32])([CH2:29][OH:30])[CH2:27][CH3:28])[OH:25].[CH2:1]([NH2:8])[CH2:2][CH2:3][CH2:4][CH2:5][CH2:6][NH2:7]. (6) Given the reactants [H-].[Na+].[OH:3][CH2:4][CH:5]1[CH2:10][CH2:9][CH:8]([OH:11])[CH2:7][CH2:6]1.Cl[C:13]1[C:22]2[C:17](=[CH:18][CH:19]=[C:20]([O:23][CH3:24])[CH:21]=2)[N:16]=[CH:15][N:14]=1, predict the reaction product. The product is: [CH3:24][O:23][C:20]1[CH:21]=[C:22]2[C:17](=[CH:18][CH:19]=1)[N:16]=[CH:15][N:14]=[C:13]2[O:3][CH2:4][CH:5]1[CH2:10][CH2:9][CH:8]([OH:11])[CH2:7][CH2:6]1. (7) Given the reactants CS(O[CH2:6][CH2:7][CH2:8][O:9][C:10]1[CH:15]=[CH:14][C:13]([C:16]#[N:17])=[CH:12][CH:11]=1)(=O)=[O:3].[I-].[K+].C(=O)(O)[O-].[Na+].Cl.[NH:26]1[CH2:31][CH2:30][CH:29]([CH2:32][CH2:33][CH2:34][OH:35])[CH2:28][CH2:27]1.Cl, predict the reaction product. The product is: [OH2:3].[OH:35][CH2:34][CH2:33][CH2:32][CH:29]1[CH2:30][CH2:31][N:26]([CH2:6][CH2:7][CH2:8][O:9][C:10]2[CH:15]=[CH:14][C:13]([C:16]#[N:17])=[CH:12][CH:11]=2)[CH2:27][CH2:28]1. (8) Given the reactants [CH3:1][C:2]1[CH:3]=[C:4]([CH:8]=[CH:9][C:10]=1[C:11]([N:13]1[CH2:17][CH2:16][CH2:15][CH2:14]1)=[O:12])[C:5]([OH:7])=O.CN(C(ON1N=NC2C=CC=CC1=2)=[N+](C)C)C.[B-](F)(F)(F)F.C(N(C(C)C)CC)(C)C.[Cl:49][C:50]1[CH:66]=[CH:65][C:53]2[N:54]=[C:55]([CH:57]([NH2:64])[C:58]3[CH:63]=[CH:62][CH:61]=[CH:60][CH:59]=3)[NH:56][C:52]=2[CH:51]=1, predict the reaction product. The product is: [Cl:49][C:50]1[CH:66]=[CH:65][C:53]2[NH:54][C:55]([CH:57]([C:58]3[CH:63]=[CH:62][CH:61]=[CH:60][CH:59]=3)[NH:64][C:5](=[O:7])[C:4]3[CH:8]=[CH:9][C:10]([C:11]([N:13]4[CH2:17][CH2:16][CH2:15][CH2:14]4)=[O:12])=[C:2]([CH3:1])[CH:3]=3)=[N:56][C:52]=2[CH:51]=1. (9) Given the reactants C(NC1CCCCC1)(C)C.C([Li])CCC.[CH3:16][O:17][C:18](=[O:34])[CH2:19][C:20]1[CH:25]=[C:24]([C:26]([F:29])([F:28])[F:27])[CH:23]=[C:22]([C:30]([F:33])([F:32])[F:31])[CH:21]=1.[Cl:35][C:36]1[N:41]=[C:40]([Cl:42])[C:39]([CH2:43]I)=[CH:38][N:37]=1, predict the reaction product. The product is: [CH3:16][O:17][C:18](=[O:34])[CH:19]([C:20]1[CH:21]=[C:22]([C:30]([F:33])([F:31])[F:32])[CH:23]=[C:24]([C:26]([F:28])([F:29])[F:27])[CH:25]=1)[CH2:43][C:39]1[C:40]([Cl:42])=[N:41][C:36]([Cl:35])=[N:37][CH:38]=1. (10) Given the reactants [OH:1][CH2:2][CH:3]1[CH2:8][CH2:7][N:6]([C:9]([O:11][C:12]([CH3:15])([CH3:14])[CH3:13])=[O:10])[CH2:5][CH2:4]1.[Cr](Cl)([O-])(=O)=O.[NH+]1C=CC=CC=1, predict the reaction product. The product is: [CH:2]([CH:3]1[CH2:8][CH2:7][N:6]([C:9]([O:11][C:12]([CH3:15])([CH3:14])[CH3:13])=[O:10])[CH2:5][CH2:4]1)=[O:1].